Dataset: Full USPTO retrosynthesis dataset with 1.9M reactions from patents (1976-2016). Task: Predict the reactants needed to synthesize the given product. (1) Given the product [CH2:1]([O:3][C:4]([C:6]1([C:9]2[CH:10]=[CH:11][C:12]([C:15]3[CH:20]=[CH:19][C:18]([C:21]4[O:25][N:24]=[C:23]([CH3:26])[C:22]=4[CH2:27][CH2:28][CH:29]([OH:30])[CH2:31][C:32]4[CH:37]=[CH:36][CH:35]=[CH:34][CH:33]=4)=[CH:17][CH:16]=3)=[CH:13][CH:14]=2)[CH2:8][CH2:7]1)=[O:5])[CH3:2], predict the reactants needed to synthesize it. The reactants are: [CH2:1]([O:3][C:4]([C:6]1([C:9]2[CH:14]=[CH:13][C:12]([C:15]3[CH:20]=[CH:19][C:18]([C:21]4[O:25][N:24]=[C:23]([CH3:26])[C:22]=4[CH2:27][CH2:28][CH:29]=[O:30])=[CH:17][CH:16]=3)=[CH:11][CH:10]=2)[CH2:8][CH2:7]1)=[O:5])[CH3:2].[CH2:31]([Mg]Br)[C:32]1[CH:37]=[CH:36][CH:35]=[CH:34][CH:33]=1. (2) Given the product [C:1]([O:5][C:6](=[O:25])[N:7]([CH2:9][C:10]1[CH:14]=[C:13]([C:32]2[C:27]([Cl:26])=[N:28][CH:29]=[CH:30][CH:31]=2)[N:12]([S:16]([C:19]2[CH:20]=[N:21][CH:22]=[CH:23][CH:24]=2)(=[O:18])=[O:17])[CH:11]=1)[CH3:8])([CH3:4])([CH3:3])[CH3:2], predict the reactants needed to synthesize it. The reactants are: [C:1]([O:5][C:6](=[O:25])[N:7]([CH2:9][C:10]1[CH:14]=[C:13](Br)[N:12]([S:16]([C:19]2[CH:20]=[N:21][CH:22]=[CH:23][CH:24]=2)(=[O:18])=[O:17])[CH:11]=1)[CH3:8])([CH3:4])([CH3:3])[CH3:2].[Cl:26][C:27]1[C:32](B(O)O)=[CH:31][CH:30]=[CH:29][N:28]=1.C(=O)([O-])O.[Na+].COCCOC. (3) Given the product [F:1][C:2]1[CH:3]=[CH:4][C:5]([S:8]([N:11]([CH2:22][CH:21]([CH3:24])[CH3:23])[C:12]2[CH:17]=[CH:16][C:15]([CH:18]([CH3:20])[CH3:19])=[CH:14][N:13]=2)(=[O:10])=[O:9])=[CH:6][CH:7]=1, predict the reactants needed to synthesize it. The reactants are: [F:1][C:2]1[CH:7]=[CH:6][C:5]([S:8]([NH:11][C:12]2[CH:17]=[CH:16][C:15]([CH:18]([CH3:20])[CH3:19])=[CH:14][N:13]=2)(=[O:10])=[O:9])=[CH:4][CH:3]=1.[C:21](N=C(N(C)C)N(C)C)([CH3:24])([CH3:23])[CH3:22].BrCC(C)C. (4) Given the product [CH2:1]([C:5]1[O:6][C:7]2[CH:32]=[CH:31][CH:30]=[CH:29][C:8]=2[C:9]=1[C:10]1[O:11][C:12]([C:15]2[CH:16]=[C:17]3[C:22](=[CH:23][CH:24]=2)[CH:21]=[C:20]([O:25][CH2:26][C:27]2[NH:35][N:34]=[N:33][N:28]=2)[CH:19]=[CH:18]3)=[CH:13][N:14]=1)[CH2:2][CH2:3][CH3:4], predict the reactants needed to synthesize it. The reactants are: [CH2:1]([C:5]1[O:6][C:7]2[CH:32]=[CH:31][CH:30]=[CH:29][C:8]=2[C:9]=1[C:10]1[O:11][C:12]([C:15]2[CH:16]=[C:17]3[C:22](=[CH:23][CH:24]=2)[CH:21]=[C:20]([O:25][CH2:26][C:27]#[N:28])[CH:19]=[CH:18]3)=[CH:13][N:14]=1)[CH2:2][CH2:3][CH3:4].[N-:33]=[N+:34]=[N-:35].[Na+].[Cl-].[NH4+].[OH-].[Na+]. (5) Given the product [I:1][C:2]1[C:7]([O:8][CH2:15][CH2:14][C:11]2[CH:12]=[CH:13][S:9][CH:10]=2)=[CH:6][CH:5]=[CH:4][N:3]=1, predict the reactants needed to synthesize it. The reactants are: [I:1][C:2]1[C:7]([OH:8])=[CH:6][CH:5]=[CH:4][N:3]=1.[S:9]1[CH:13]=[CH:12][C:11]([CH2:14][CH2:15]O)=[CH:10]1.C1(P(C2C=CC=CC=2)C2C=CC=CC=2)C=CC=CC=1.O1CCCC1.N(C(OC(C)C)=O)=NC(OC(C)C)=O. (6) The reactants are: [F:1][C:2]1[CH:3]=[C:4]([C:8]2[CH:9]=[CH:10][C:11]3[NH:16][C:15](=O)[O:14][CH:13]([CH3:18])[C:12]=3[CH:19]=2)[CH:5]=[CH:6][CH:7]=1.COC1C=CC(P2(SP(C3C=CC(OC)=CC=3)(=S)S2)=[S:29])=CC=1. Given the product [F:1][C:2]1[CH:3]=[C:4]([C:8]2[CH:9]=[CH:10][C:11]3[NH:16][C:15](=[S:29])[O:14][CH:13]([CH3:18])[C:12]=3[CH:19]=2)[CH:5]=[CH:6][CH:7]=1, predict the reactants needed to synthesize it.